From a dataset of Catalyst prediction with 721,799 reactions and 888 catalyst types from USPTO. Predict which catalyst facilitates the given reaction. (1) Reactant: Cl[C:2]1[C:11]2[CH:10]=[N:9][C:8]([S:12][CH3:13])=[N:7][C:6]=2[CH:5]=[CH:4][N:3]=1.C([O-])=O.[NH4+]. Product: [CH3:13][S:12][C:8]1[N:9]=[CH:10][C:11]2[CH:2]=[N:3][CH:4]=[CH:5][C:6]=2[N:7]=1. The catalyst class is: 19. (2) Reactant: [Cl:1][C:2]1[CH:7]=[C:6]2[NH:8][C:9](=[O:27])[C:10]3([CH:15]([CH:16]([CH3:18])[CH3:17])[CH2:14][C:13](=O)[NH:12][CH:11]3[C:20]3[CH:25]=[CH:24][CH:23]=[C:22]([Cl:26])[CH:21]=3)[C:5]2=[CH:4][CH:3]=1.COC1C=CC(P2(=S)SP(=S)(C3C=CC(OC)=CC=3)[S:37]2)=CC=1. Product: [Cl:1][C:2]1[CH:7]=[C:6]2[NH:8][C:9](=[O:27])[C:10]3([CH:15]([CH:16]([CH3:18])[CH3:17])[CH2:14][C:13](=[S:37])[NH:12][CH:11]3[C:20]3[CH:25]=[CH:24][CH:23]=[C:22]([Cl:26])[CH:21]=3)[C:5]2=[CH:4][CH:3]=1. The catalyst class is: 11.